From a dataset of Forward reaction prediction with 1.9M reactions from USPTO patents (1976-2016). Predict the product of the given reaction. (1) Given the reactants [Cl:1][C:2]1[CH:24]=[CH:23][C:5]([CH2:6][NH:7][C:8]([C:10]2[C:11](=[O:22])[C:12]3[CH:19]=[C:18]([CH2:20]O)[S:17][C:13]=3[N:14]([CH3:16])[CH:15]=2)=[O:9])=[CH:4][CH:3]=1.N1C(C)=CC(C)=CC=1C.CS(Cl)(=O)=O.[CH3:39][NH:40][CH2:41][CH:42]([OH:49])[C:43]1[CH:48]=[CH:47][CH:46]=[CH:45][CH:44]=1, predict the reaction product. The product is: [Cl:1][C:2]1[CH:24]=[CH:23][C:5]([CH2:6][NH:7][C:8]([C:10]2[C:11](=[O:22])[C:12]3[CH:19]=[C:18]([CH2:20][N:40]([CH2:41][CH:42]([OH:49])[C:43]4[CH:48]=[CH:47][CH:46]=[CH:45][CH:44]=4)[CH3:39])[S:17][C:13]=3[N:14]([CH3:16])[CH:15]=2)=[O:9])=[CH:4][CH:3]=1. (2) The product is: [Cl:1][C:2]1[CH:24]=[C:23]([Cl:25])[CH:22]=[CH:21][C:3]=1[O:4][C:5]1[C:10]([CH2:11][CH2:12][C:13]([O:15][CH2:16][CH3:17])=[O:14])=[CH:9][CH:8]=[C:7]([O:18][CH2:19][CH3:20])[N:6]=1. Given the reactants [Cl:1][C:2]1[CH:24]=[C:23]([Cl:25])[CH:22]=[CH:21][C:3]=1[O:4][C:5]1[C:10](/[CH:11]=[CH:12]/[C:13]([O:15][CH2:16][CH3:17])=[O:14])=[CH:9][CH:8]=[C:7]([O:18][CH2:19][CH3:20])[N:6]=1, predict the reaction product. (3) The product is: [CH2:1]([NH:8][C:9](=[O:18])[NH:10][CH2:11][C:12]1([C:15]([NH:19][C@@H:20]([CH2:43][C:44]2[CH:49]=[CH:48][C:47]([O:50][C:51]([CH3:53])([CH3:52])[CH3:54])=[CH:46][CH:45]=2)[C:21]([N:23]([CH2:35][CH:36]([O:37][CH2:38][CH3:39])[O:40][CH2:41][CH3:42])[CH2:24][C:25]2[C:34]3[C:29](=[CH:30][CH:31]=[CH:32][CH:33]=3)[N:28]=[CH:27][CH:26]=2)=[O:22])=[O:17])[CH2:13][CH2:14]1)[C:2]1[CH:3]=[CH:4][CH:5]=[CH:6][CH:7]=1. Given the reactants [CH2:1]([NH:8][C:9](=[O:18])[NH:10][CH2:11][C:12]1([C:15]([OH:17])=O)[CH2:14][CH2:13]1)[C:2]1[CH:7]=[CH:6][CH:5]=[CH:4][CH:3]=1.[NH2:19][C@@H:20]([CH2:43][C:44]1[CH:49]=[CH:48][C:47]([O:50][C:51]([CH3:54])([CH3:53])[CH3:52])=[CH:46][CH:45]=1)[C:21]([N:23]([CH2:35][CH:36]([O:40][CH2:41][CH3:42])[O:37][CH2:38][CH3:39])[CH2:24][C:25]1[C:34]2[C:29](=[CH:30][CH:31]=[CH:32][CH:33]=2)[N:28]=[CH:27][CH:26]=1)=[O:22], predict the reaction product. (4) Given the reactants CCC[C:4]1[N:8]2[NH:9][C:10]([C:14]3[CH:15]=[C:16]([S:23]([N:26]4[CH2:31][CH2:30][N:29]([CH2:32]C)[CH2:28][CH2:27]4)(=[O:25])=[O:24])[CH:17]=[CH:18][C:19]=3[O:20][CH2:21][CH3:22])=[N:11][C:12](=[O:13])[C:7]2=[C:6]([CH3:34])[N:5]=1.[CH:35]1[CH:40]=[CH:40][C:35](C([OH:43])C(C2C=CC=CC=2)=[O:43])=[CH:36][CH:36]=1, predict the reaction product. The product is: [CH3:36][CH2:35][CH2:40][C:34]1[C:6]2[N:5]=[C:10]([C:14]3[CH:15]=[C:16]([S:23]([N:26]4[CH2:27][CH2:28][N:29]([CH3:32])[CH2:30][CH2:31]4)(=[O:24])=[O:25])[CH:17]=[CH:18][C:19]=3[O:20][CH2:21][CH3:22])[NH:11][C:12](=[O:13])[C:7]=2[N:8]([CH3:4])[N:9]=1.[S:23]([O-:25])(=[O:43])(=[O:24])[CH3:16].